This data is from Reaction yield outcomes from USPTO patents with 853,638 reactions. The task is: Predict the reaction yield, written as a fraction of the theoretical maximum amount of product (1.0 means a 100% yield; for example, 0.34 means a 34% yield). (1) The reactants are [Br:1][C:2]1[C:10]2[C:5](=[CH:6][C:7]([N+:13]([O-:15])=[O:14])=[C:8]([CH2:11]Br)[CH:9]=2)[N:4]([C:16]([C:29]2[CH:34]=[CH:33][CH:32]=[CH:31][CH:30]=2)([C:23]2[CH:28]=[CH:27][CH:26]=[CH:25][CH:24]=2)[C:17]2[CH:22]=[CH:21][CH:20]=[CH:19][CH:18]=2)[N:3]=1.[C:35]([O:38][K])([CH3:37])=[O:36]. The catalyst is CN(C=O)C. The product is [C:35]([O:38][CH2:11][C:8]1[CH:9]=[C:10]2[C:5](=[CH:6][C:7]=1[N+:13]([O-:15])=[O:14])[N:4]([C:16]([C:17]1[CH:22]=[CH:21][CH:20]=[CH:19][CH:18]=1)([C:29]1[CH:30]=[CH:31][CH:32]=[CH:33][CH:34]=1)[C:23]1[CH:28]=[CH:27][CH:26]=[CH:25][CH:24]=1)[N:3]=[C:2]2[Br:1])(=[O:36])[CH3:37]. The yield is 0.500. (2) The reactants are [Br:1][C:2]1[S:23][C:5]2[N:6]([CH3:22])[C:7](=[O:21])[N:8]([CH2:11][CH2:12][CH2:13][O:14][CH:15]3[CH2:20][CH2:19][CH2:18][CH2:17][O:16]3)[C:9](=[O:10])[C:4]=2[C:3]=1[CH2:24]Br.CS(C)=[O:28]. The catalyst is CC(=O)OCC.O. The product is [Br:1][C:2]1[S:23][C:5]2[N:6]([CH3:22])[C:7](=[O:21])[N:8]([CH2:11][CH2:12][CH2:13][O:14][CH:15]3[CH2:20][CH2:19][CH2:18][CH2:17][O:16]3)[C:9](=[O:10])[C:4]=2[C:3]=1[CH:24]=[O:28]. The yield is 0.338. (3) The product is [NH2:25][C:17]1[N:16]=[C:15]([C:26]2[O:27][CH:28]=[CH:29][CH:30]=2)[C:14]([C:12]2[CH:11]=[CH:10][N:9]=[C:8]([O:5][CH2:4][CH2:3][OH:6])[CH:13]=2)=[C:19]([C:20]2[O:21][CH:22]=[CH:23][CH:24]=2)[N:18]=1. The yield is 0.360. The catalyst is CN(C)C=O. The reactants are [H-].[Na+].[CH2:3]([OH:6])[CH2:4][OH:5].F[C:8]1[CH:13]=[C:12]([C:14]2[C:15]([C:26]3[O:27][CH:28]=[CH:29][CH:30]=3)=[N:16][C:17]([NH2:25])=[N:18][C:19]=2[C:20]2[O:21][CH:22]=[CH:23][CH:24]=2)[CH:11]=[CH:10][N:9]=1. (4) The reactants are [CH3:1][N:2]1[CH2:7][CH2:6][N:5]([CH2:8][C:9]#[CH:10])[CH2:4][CH2:3]1.Br[C:12]1[CH:13]=[C:14]2[C:18](=[C:19]([CH3:21])[CH:20]=1)[C:17](=[O:22])[N:16]([CH2:23][C:24]1[CH:29]=[CH:28][C:27]([Cl:30])=[CH:26][CH:25]=1)[CH2:15]2.C(Cl)(Cl)Cl.CO. The catalyst is C(NC(C)C)(C)C.Cl[Pd](Cl)([P](C1C=CC=CC=1)(C1C=CC=CC=1)C1C=CC=CC=1)[P](C1C=CC=CC=1)(C1C=CC=CC=1)C1C=CC=CC=1.[Cu]I. The product is [CH3:21][C:19]1[CH:20]=[C:12]([C:10]#[C:9][CH2:8][N:5]2[CH2:6][CH2:7][N:2]([CH3:1])[CH2:3][CH2:4]2)[CH:13]=[C:14]2[C:18]=1[C:17](=[O:22])[N:16]([CH2:23][C:24]1[CH:25]=[CH:26][C:27]([Cl:30])=[CH:28][CH:29]=1)[CH2:15]2. The yield is 0.810. (5) The reactants are [N:1]1[CH:6]=[CH:5][CH:4]=[CH:3][C:2]=1[NH:7][C:8]([N:10]1[CH2:15][CH2:14][CH:13]([C:16]2[CH:21]=[CH:20][C:19]([O:22]CC3C=CC=CC=3)=[CH:18][C:17]=2[O:30]CC2C=CC=CC=2)[CH2:12][CH2:11]1)=[O:9].CO. The catalyst is C(OCC)(=O)C.[Pd]. The product is [N:1]1[CH:6]=[CH:5][CH:4]=[CH:3][C:2]=1[NH:7][C:8]([N:10]1[CH2:15][CH2:14][CH:13]([C:16]2[CH:21]=[CH:20][C:19]([OH:22])=[CH:18][C:17]=2[OH:30])[CH2:12][CH2:11]1)=[O:9]. The yield is 0.390. (6) The reactants are [Cl:1][C:2]1[CH:3]=[C:4]([C:10]([OH:12])=[O:11])[CH:5]=[N:6][C:7]=1[NH:8][NH2:9].[N:13]([CH:16]1[C:22]2[CH:23]=[CH:24][CH:25]=[CH:26][C:21]=2[CH2:20][CH2:19][C:18]2[CH:27]=[CH:28][CH:29]=[CH:30][C:17]1=2)=[C:14]=[O:15].N1C=CC=CC=1. The catalyst is CC(N(C)C)=O. The product is [Cl:1][C:2]1[CH:3]=[C:4]([C:10]([OH:12])=[O:11])[CH:5]=[N:6][C:7]=1[NH:8][NH:9][C:14]([NH:13][CH:16]1[C:17]2[CH:30]=[CH:29][CH:28]=[CH:27][C:18]=2[CH2:19][CH2:20][C:21]2[CH:26]=[CH:25][CH:24]=[CH:23][C:22]1=2)=[O:15]. The yield is 0.904. (7) The product is [OH2:1].[ClH:48].[OH:1][C:2]([C:34]1[CH:35]=[CH:36][CH:37]=[CH:38][CH:39]=1)([C:28]1[CH:29]=[CH:30][CH:31]=[CH:32][CH:33]=1)[CH:3]1[CH2:8][CH2:7][N:6]([CH2:9][CH2:10][CH2:11][CH:12]([C:14]2[CH:19]=[CH:18][C:17]([C:20]([CH3:27])([CH3:26])[C:21]([OH:23])=[O:22])=[CH:16][CH:15]=2)[OH:13])[CH2:5][CH2:4]1. The catalyst is O.CO. The reactants are [OH:1][C:2]([C:34]1[CH:39]=[CH:38][CH:37]=[CH:36][CH:35]=1)([C:28]1[CH:33]=[CH:32][CH:31]=[CH:30][CH:29]=1)[CH:3]1[CH2:8][CH2:7][N:6]([CH2:9][CH2:10][CH2:11][C:12]([C:14]2[CH:19]=[CH:18][C:17]([C:20]([CH3:27])([CH3:26])[C:21]([O:23]CC)=[O:22])=[CH:16][CH:15]=2)=[O:13])[CH2:5][CH2:4]1.[OH-].[Na+].[BH4-].[Na+].CC(C)=O.[ClH:48]. The yield is 0.980. (8) The reactants are [S:1]1[CH:5]=[CH:4][C:3]([S:6]([O:9][C:10]2[C:18]([O:19][CH3:20])=[CH:17][C:16]([C:21]3[N:22]([C:32]([O:34][C:35]([CH3:38])([CH3:37])[CH3:36])=[O:33])[C:23]4[C:28]([CH:29]=3)=[CH:27][C:26]([CH:30]=O)=[CH:25][CH:24]=4)=[C:15]3[C:11]=2[CH2:12][NH:13][C:14]3=[O:39])(=[O:8])=[O:7])=[CH:2]1.[NH:40]1[CH2:44][CH2:43][CH2:42][CH2:41]1.C(O)(=O)C.C(O[BH-](OC(=O)C)OC(=O)C)(=O)C.[Na+]. The catalyst is C(#N)C. The product is [S:1]1[CH:5]=[CH:4][C:3]([S:6]([O:9][C:10]2[C:18]([O:19][CH3:20])=[CH:17][C:16]([C:21]3[N:22]([C:32]([O:34][C:35]([CH3:37])([CH3:36])[CH3:38])=[O:33])[C:23]4[C:28]([CH:29]=3)=[CH:27][C:26]([CH2:30][N:40]3[CH2:44][CH2:43][CH2:42][CH2:41]3)=[CH:25][CH:24]=4)=[C:15]3[C:11]=2[CH2:12][NH:13][C:14]3=[O:39])(=[O:8])=[O:7])=[CH:2]1. The yield is 0.700. (9) The reactants are I[C:2]1[C:10]2[C:5](=[N:6][CH:7]=[N:8][C:9]=2[NH2:11])[NH:4][N:3]=1.[CH3:12][O:13][C:14]1[CH:15]=[C:16](B(O)O)[CH:17]=[CH:18][CH:19]=1.C(=O)([O-])[O-].[Na+].[Na+].Cl. The catalyst is CN(C=O)C.C(O)C.O.ClCCl. The product is [CH3:12][O:13][C:14]1[CH:19]=[C:18]([C:2]2[C:10]3[C:5](=[N:6][CH:7]=[N:8][C:9]=3[NH2:11])[NH:4][N:3]=2)[CH:17]=[CH:16][CH:15]=1. The yield is 0.270.